From a dataset of Retrosynthesis with 50K atom-mapped reactions and 10 reaction types from USPTO. Predict the reactants needed to synthesize the given product. (1) Given the product NS(=O)(=O)c1ccccc1S(=O)(=O)NC(=O)c1ccc(C#Cc2ccc(Cl)cc2)cc1, predict the reactants needed to synthesize it. The reactants are: C#Cc1ccc(Cl)cc1.NS(=O)(=O)c1ccccc1S(=O)(=O)NC(=O)c1ccc(Br)cc1. (2) The reactants are: ClCCCCBr.Sc1ccccc1. Given the product ClCCCCSc1ccccc1, predict the reactants needed to synthesize it. (3) Given the product Cc1c(N)cccc1NC(=O)N=S(C)(C)=O, predict the reactants needed to synthesize it. The reactants are: Cc1c(NC(=O)N=S(C)(C)=O)cccc1[N+](=O)[O-]. (4) Given the product CC1c2cc(F)sc2CCN1C(=O)c1cc2ncc(Cl)cn2n1, predict the reactants needed to synthesize it. The reactants are: CC1NCCc2sc(F)cc21.O=C(O)c1cc2ncc(Cl)cn2n1. (5) Given the product ClCCOc1ccc(Cc2ccccc2)cc1, predict the reactants needed to synthesize it. The reactants are: ClCCBr.Oc1ccc(Cc2ccccc2)cc1.